This data is from Catalyst prediction with 721,799 reactions and 888 catalyst types from USPTO. The task is: Predict which catalyst facilitates the given reaction. Reactant: [F:1][C:2]([F:42])([F:41])[C@H:3]([N:28]1[CH2:32][CH2:31][C@H:30]([NH:33][C:34](=[O:40])[O:35][C:36]([CH3:39])([CH3:38])[CH3:37])[CH2:29]1)[C:4]1[CH:5]=[N:6][C:7]([NH:10]/[N:11]=[CH:12]/[C:13]2[CH:22]=[CH:21][C:20]3[C:15](=[C:16]([O:24][CH:25]([CH3:27])[CH3:26])[CH:17]=[C:18]([F:23])[CH:19]=3)[N:14]=2)=[CH:8][CH:9]=1.C(O)(=O)C.C(O)(=O)C.I(C1C=CC=CC=1)=O. Product: [F:42][C:2]([F:1])([F:41])[C@H:3]([N:28]1[CH2:32][CH2:31][C@H:30]([NH:33][C:34](=[O:40])[O:35][C:36]([CH3:37])([CH3:39])[CH3:38])[CH2:29]1)[C:4]1[CH:9]=[CH:8][C:7]2[N:6]([C:12]([C:13]3[CH:22]=[CH:21][C:20]4[C:15](=[C:16]([O:24][CH:25]([CH3:27])[CH3:26])[CH:17]=[C:18]([F:23])[CH:19]=4)[N:14]=3)=[N:11][N:10]=2)[CH:5]=1. The catalyst class is: 2.